This data is from Catalyst prediction with 721,799 reactions and 888 catalyst types from USPTO. The task is: Predict which catalyst facilitates the given reaction. (1) Reactant: Br[CH2:2][CH2:3][CH2:4][CH2:5][CH2:6][C:7]([O:9][CH2:10][CH3:11])=[O:8].C(=O)([O-])[O-].[Cs+].[Cs+].[Cl:18][C:19]1[CH:20]=[C:21]([NH:27][C:28](=[O:30])[CH3:29])[CH:22]=[C:23]([Cl:26])[C:24]=1[OH:25].O. Product: [C:28]([NH:27][C:21]1[CH:22]=[C:23]([Cl:26])[C:24]([O:25][CH2:2][CH2:3][CH2:4][CH2:5][CH2:6][C:7]([O:9][CH2:10][CH3:11])=[O:8])=[C:19]([Cl:18])[CH:20]=1)(=[O:30])[CH3:29]. The catalyst class is: 21. (2) Reactant: [CH3:1][O:2][C:3]([C:5]1[S:9][C:8]2[C:10]([C:13]3[CH:18]=[CH:17][CH:16]=[C:15]([NH2:19])[CH:14]=3)=[CH:11][S:12][C:7]=2[C:6]=1[O:20][CH2:21][C:22]([O:24][CH2:25][CH3:26])=[O:23])=[O:4].[C:27]1(=O)[CH2:32][CH2:31][CH2:30][CH2:29][CH2:28]1.CC(O)=O.[BH-](OC(C)=O)(OC(C)=O)OC(C)=O.[Na+]. Product: [CH3:1][O:2][C:3]([C:5]1[S:9][C:8]2[C:10]([C:13]3[CH:18]=[CH:17][CH:16]=[C:15]([NH:19][CH:27]4[CH2:32][CH2:31][CH2:30][CH2:29][CH2:28]4)[CH:14]=3)=[CH:11][S:12][C:7]=2[C:6]=1[O:20][CH2:21][C:22]([O:24][CH2:25][CH3:26])=[O:23])=[O:4]. The catalyst class is: 26. (3) Reactant: [F:1][C:2]1[CH:3]=[C:4]([C:8]2[C:13]([C:14]3[CH:19]=[CH:18][N:17]=[CH:16][CH:15]=3)=[CH:12][C:11]([NH2:20])=[C:10]([NH2:21])[N:9]=2)[CH:5]=[CH:6][CH:7]=1.[CH2:22](C(CC)(CC)C([O-])([O-])[O-])[CH3:23].C(=O)([O-])O.[Na+]. Product: [F:1][C:2]1[CH:3]=[C:4]([C:8]2[N:9]=[C:10]3[NH:21][C:22]([CH3:23])=[N:20][C:11]3=[CH:12][C:13]=2[C:14]2[CH:19]=[CH:18][N:17]=[CH:16][CH:15]=2)[CH:5]=[CH:6][CH:7]=1. The catalyst class is: 15. (4) Reactant: [OH-].[Na+].[Br:3][C:4]1[CH:20]=[CH:19][C:7]([C:8]([C@H:10]2[CH2:14][CH2:13][CH2:12][C@H:11]2[C:15]([O:17]C)=[O:16])=[O:9])=[CH:6][CH:5]=1. Product: [Br:3][C:4]1[CH:5]=[CH:6][C:7]([C:8]([C@@H:10]2[CH2:14][CH2:13][CH2:12][C@H:11]2[C:15]([OH:17])=[O:16])=[O:9])=[CH:19][CH:20]=1. The catalyst class is: 72. (5) Reactant: [CH:1]1([CH2:8][OH:9])[CH2:7][CH2:6][CH2:5][CH2:4][CH2:3][CH2:2]1.C1C=C[NH+]=CC=1.[O-][Cr](Cl)(=O)=O. Product: [CH:1]1([CH:8]=[O:9])[CH2:7][CH2:6][CH2:5][CH2:4][CH2:3][CH2:2]1. The catalyst class is: 158. (6) Reactant: [CH3:1][N:2]([CH3:21])[C:3]1[CH:4]=[CH:5][C:6]2[C:15]3[NH:14][CH2:13][CH2:12][CH2:11][C:10]=3[C:9](=[O:16])[N:8](COC)[C:7]=2[CH:20]=1.[ClH:22]. Product: [ClH:22].[CH3:1][N:2]([CH3:21])[C:3]1[CH:4]=[CH:5][C:6]2[C:15]3[NH:14][CH2:13][CH2:12][CH2:11][C:10]=3[C:9](=[O:16])[NH:8][C:7]=2[CH:20]=1. The catalyst class is: 8.